From a dataset of Forward reaction prediction with 1.9M reactions from USPTO patents (1976-2016). Predict the product of the given reaction. (1) Given the reactants [Br:1][C:2]1[CH:7]=[CH:6][C:5]([CH:8]([C:20]2[CH:25]=[CH:24][CH:23]=[CH:22][C:21]=2[F:26])[CH2:9][C:10]([C:12]2[CH:13]=[N:14][C:15]([O:18]C)=[CH:16][CH:17]=2)=[O:11])=[CH:4][CH:3]=1.Cl, predict the reaction product. The product is: [Br:1][C:2]1[CH:7]=[CH:6][C:5]([CH:8]([C:20]2[CH:25]=[CH:24][CH:23]=[CH:22][C:21]=2[F:26])[CH2:9][C:10]([C:12]2[CH:17]=[CH:16][C:15](=[O:18])[NH:14][CH:13]=2)=[O:11])=[CH:4][CH:3]=1. (2) Given the reactants [N:1]1[CH:6]=[CH:5][CH:4]=[C:3]([C:7]2[C:12]([C:13]3[CH:18]=[CH:17][N:16]=[CH:15][CH:14]=3)=[CH:11][C:10]([NH2:19])=[C:9]([NH2:20])[N:8]=2)[CH:2]=1.[F:21][C:22]1[CH:29]=[CH:28][C:25]([CH:26]=O)=[CH:24][CH:23]=1, predict the reaction product. The product is: [F:21][C:22]1[CH:29]=[CH:28][C:25]([C:26]2[NH:20][C:9]3=[N:8][C:7]([C:3]4[CH:2]=[N:1][CH:6]=[CH:5][CH:4]=4)=[C:12]([C:13]4[CH:18]=[CH:17][N:16]=[CH:15][CH:14]=4)[CH:11]=[C:10]3[N:19]=2)=[CH:24][CH:23]=1. (3) Given the reactants C[O:2][C:3]([C:5]1[O:6][C:7]2[CH:13]=[CH:12][C:11]([O:14][C:15]3[S:16][C:17]4[CH:23]=[CH:22][CH:21]=[CH:20][C:18]=4[N:19]=3)=[CH:10][C:8]=2[CH:9]=1)=O.CC(C[AlH]CC(C)C)C.[C@H](O)(C([O-])=O)[C@@H](O)C([O-])=O.[Na+].[K+].[NH4+].[Cl-], predict the reaction product. The product is: [S:16]1[C:17]2[CH:23]=[CH:22][CH:21]=[CH:20][C:18]=2[N:19]=[C:15]1[O:14][C:11]1[CH:12]=[CH:13][C:7]2[O:6][C:5]([CH2:3][OH:2])=[CH:9][C:8]=2[CH:10]=1. (4) Given the reactants [CH3:1][O:2][C:3]1[C:8]([NH:9][CH:10]=O)=[CH:7][CH:6]=[C:5]([S:12]([CH3:15])(=[O:14])=[O:13])[N:4]=1.CS(C1[N:21]=[CH:22][C:23]2[CH:29]=[CH:28][N:27]=[C:26]([NH:30][CH2:31][C:32]([CH3:35])([CH3:34])[CH3:33])[C:24]=2[N:25]=1)(=O)=O, predict the reaction product. The product is: [CH3:1][O:2][C:3]1[C:8]([NH:9][C:10]2[N:21]=[CH:22][C:23]3[CH:29]=[CH:28][N:27]=[C:26]([NH:30][CH2:31][C:32]([CH3:35])([CH3:34])[CH3:33])[C:24]=3[N:25]=2)=[CH:7][CH:6]=[C:5]([S:12]([CH3:15])(=[O:14])=[O:13])[N:4]=1. (5) Given the reactants [CH2:1]([N:5]1[C:9](=[O:10])[C:8](O)=[C:7]([C:12]2[CH:17]=[CH:16][CH:15]=[CH:14][CH:13]=2)[S:6]1(=[O:19])=[O:18])[CH2:2][CH2:3][CH3:4].C(Cl)(=O)C([Cl:23])=O.CN(C=O)C, predict the reaction product. The product is: [CH2:1]([N:5]1[C:9](=[O:10])[C:8]([Cl:23])=[C:7]([C:12]2[CH:17]=[CH:16][CH:15]=[CH:14][CH:13]=2)[S:6]1(=[O:19])=[O:18])[CH2:2][CH2:3][CH3:4]. (6) The product is: [Cl:17][C:16]1[C:7]([CH2:6][N:37]2[CH2:42][CH2:41][CH2:40][C@H:39]([O:43][CH2:44][CH2:45][NH:46][C:47](=[O:56])[O:48][CH2:49][C:50]3[CH:55]=[CH:54][CH:53]=[CH:52][CH:51]=3)[CH2:38]2)=[C:8]([C:33]([F:34])([F:35])[F:36])[CH:9]=[C:10]2[C:15]=1[NH:14][C:13](=[O:18])[N:12]([CH2:19][C:20]1[CH:25]=[C:24]([Cl:26])[CH:23]=[CH:22][C:21]=1[S:27]([CH2:30][CH3:31])(=[O:29])=[O:28])[C:11]2=[O:32]. Given the reactants CS(O[CH2:6][C:7]1[C:16]([Cl:17])=[C:15]2[C:10]([C:11](=[O:32])[N:12]([CH2:19][C:20]3[CH:25]=[C:24]([Cl:26])[CH:23]=[CH:22][C:21]=3[S:27]([CH2:30][CH3:31])(=[O:29])=[O:28])[C:13](=[O:18])[NH:14]2)=[CH:9][C:8]=1[C:33]([F:36])([F:35])[F:34])(=O)=O.[NH:37]1[CH2:42][CH2:41][CH2:40][C@H:39]([O:43][CH2:44][CH2:45][NH:46][C:47](=[O:56])[O:48][CH2:49][C:50]2[CH:55]=[CH:54][CH:53]=[CH:52][CH:51]=2)[CH2:38]1.C(=O)([O-])[O-].[K+].[K+], predict the reaction product. (7) Given the reactants [N:1]1[CH:2]=[CH:3][N:4]2[CH:9]=[C:8](B(O)O)[CH:7]=[CH:6][C:5]=12.[CH:13]([NH:26][C:27]1[C:36]2[C:31](=[CH:32][CH:33]=[CH:34][CH:35]=2)[N:30]=[C:29](C2SC3C=CC=CC=3C=2)[N:28]=1)(C1C=CC=CC=1)[C:14]1[CH:19]=[CH:18][CH:17]=CC=1, predict the reaction product. The product is: [N:1]1[CH:2]=[CH:3][N:4]2[CH:9]=[C:8]([C:29]3[N:28]=[C:27]([NH:26][CH2:13][CH:14]([C:31]4[CH:36]=[CH:35][CH:34]=[CH:33][CH:32]=4)[C:19]4[CH:14]=[CH:13][N:26]=[CH:17][CH:18]=4)[C:36]4[C:31](=[CH:32][CH:33]=[CH:34][CH:35]=4)[N:30]=3)[CH:7]=[CH:6][C:5]=12. (8) Given the reactants [Br:1][C:2]1[CH:3]=[C:4]([O:10][CH3:11])[C:5]([CH2:8][OH:9])=[N:6][CH:7]=1.C(N(CC)CC)C.[C:19](Cl)(=[O:21])[CH3:20], predict the reaction product. The product is: [Br:1][C:2]1[CH:3]=[C:4]([O:10][CH3:11])[C:5]([CH2:8][O:9][C:19](=[O:21])[CH3:20])=[N:6][CH:7]=1. (9) Given the reactants [Cl:1][C:2]1[CH:7]=[CH:6][C:5]([C:8]2[CH:9]=[C:10]([CH3:18])[C:11]3[N:12]([C:14](I)=[CH:15][N:16]=3)[CH:13]=2)=[CH:4][CH:3]=1.C[Si]([C:23]#[CH:24])(C)C, predict the reaction product. The product is: [Cl:1][C:2]1[CH:7]=[CH:6][C:5]([C:8]2[CH:9]=[C:10]([CH3:18])[C:11]3[N:12]([C:14]([C:23]#[CH:24])=[CH:15][N:16]=3)[CH:13]=2)=[CH:4][CH:3]=1. (10) Given the reactants [NH2:1][CH2:2][C@@H:3]1[CH2:8][CH2:7][N:6]([CH2:9][C:10]2[CH:15]=[CH:14][CH:13]=[CH:12][CH:11]=2)[CH2:5][C@H:4]1[OH:16].CN([CH:20]=[O:21])C.C1N=CN(C(N2C=NC=C2)=O)C=1, predict the reaction product. The product is: [CH2:9]([N:6]1[CH2:7][CH2:8][C@H:3]2[CH2:2][NH:1][C:20](=[O:21])[O:16][C@@H:4]2[CH2:5]1)[C:10]1[CH:15]=[CH:14][CH:13]=[CH:12][CH:11]=1.